Dataset: Forward reaction prediction with 1.9M reactions from USPTO patents (1976-2016). Task: Predict the product of the given reaction. (1) Given the reactants CS(O[CH2:6][CH2:7][CH:8]([S:13][CH3:14])[C:9]([F:12])([F:11])[F:10])(=O)=O.[F:15][C:16]([F:26])([F:25])[CH2:17][CH2:18][S:19]([CH2:22][C:23]#[N:24])(=[O:21])=[O:20].C(=O)([O-])[O-].[K+].[K+].Cl, predict the reaction product. The product is: [F:12][C:9]([F:10])([F:11])[CH:8]([S:13][CH3:14])[CH2:7][CH2:6][CH:22]([S:19]([CH2:18][CH2:17][C:16]([F:26])([F:15])[F:25])(=[O:21])=[O:20])[C:23]#[N:24]. (2) Given the reactants [OH:1][CH:2]1[CH2:7][CH2:6][NH:5][CH2:4][CH2:3]1.Cl[CH2:9][CH2:10][CH2:11][C:12]([C:14]1[CH:19]=[CH:18][CH:17]=[CH:16][CH:15]=1)=[O:13].[Na+].[I-].C([O-])([O-])=O.[K+].[K+], predict the reaction product. The product is: [OH:1][CH:2]1[CH2:7][CH2:6][N:5]([CH2:9][CH2:10][CH2:11][C:12]([C:14]2[CH:19]=[CH:18][CH:17]=[CH:16][CH:15]=2)=[O:13])[CH2:4][CH2:3]1. (3) Given the reactants [C:1]([O-])([O-])=O.[Na+].[Na+].Br[C:8]1[CH:9]=[C:10]([OH:14])[CH:11]=[CH:12][CH:13]=1.B([C:18]1[CH:26]=[CH:25][C:21]([C:22]([OH:24])=[O:23])=[CH:20][CH:19]=1)(O)O.Cl, predict the reaction product. The product is: [OH:14][C:10]1[CH:9]=[C:8]([C:18]2[CH:26]=[CH:25][C:21]([C:22]([O:24][CH3:1])=[O:23])=[CH:20][CH:19]=2)[CH:13]=[CH:12][CH:11]=1. (4) Given the reactants [Si]([O:8][CH:9]([CH2:20][O:21][C:22]1[CH:27]=[C:26]([C:28]2[N:33]=[C:32]3[N:34]([CH:37]([CH3:39])[CH3:38])[N:35]=[CH:36][C:31]3=[C:30]([NH:40][CH:41]3[CH2:46][CH2:45][O:44][CH2:43][CH2:42]3)[CH:29]=2)[CH:25]=[C:24]([Cl:47])[CH:23]=1)[CH2:10][N:11](C)[C:12](=O)OC(C)(C)C)(C(C)(C)C)(C)C.Cl.C(O)=O, predict the reaction product. The product is: [Cl:47][C:24]1[CH:23]=[C:22]([CH:27]=[C:26]([C:28]2[N:33]=[C:32]3[N:34]([CH:37]([CH3:39])[CH3:38])[N:35]=[CH:36][C:31]3=[C:30]([NH:40][CH:41]3[CH2:42][CH2:43][O:44][CH2:45][CH2:46]3)[CH:29]=2)[CH:25]=1)[O:21][CH2:20][CH:9]([OH:8])[CH2:10][NH:11][CH3:12].